From a dataset of Peptide-MHC class II binding affinity with 134,281 pairs from IEDB. Regression. Given a peptide amino acid sequence and an MHC pseudo amino acid sequence, predict their binding affinity value. This is MHC class II binding data. (1) The peptide sequence is VGLRVVCAKYAL. The MHC is DRB3_0101 with pseudo-sequence DRB3_0101. The binding affinity (normalized) is 0. (2) The peptide sequence is FEIKCTKPEACSGEPVVVHI. The MHC is DRB1_0405 with pseudo-sequence DRB1_0405. The binding affinity (normalized) is 0.386. (3) The peptide sequence is LEAAVKQAYAATVAT. The MHC is DRB5_0101 with pseudo-sequence DRB5_0101. The binding affinity (normalized) is 0.421. (4) The peptide sequence is VLEKLELLQRRFGGT. The MHC is DRB1_0404 with pseudo-sequence DRB1_0404. The binding affinity (normalized) is 0.575. (5) The MHC is DRB1_0101 with pseudo-sequence DRB1_0101. The peptide sequence is VSTNTGNLKFGLSYK. The binding affinity (normalized) is 0.355.